From a dataset of Tyrosyl-DNA phosphodiesterase HTS with 341,365 compounds. Binary Classification. Given a drug SMILES string, predict its activity (active/inactive) in a high-throughput screening assay against a specified biological target. The compound is Clc1ccc(S(=O)(=O)N2CCN(CC2)C(=O)CCC(=O)NC(c2ccccc2)C)cc1. The result is 0 (inactive).